Dataset: Full USPTO retrosynthesis dataset with 1.9M reactions from patents (1976-2016). Task: Predict the reactants needed to synthesize the given product. (1) Given the product [C:1]([O:5][C:6](=[O:31])[C:7]([S:10][C:11]1[CH:16]=[CH:15][C:14]([C:17]2[N:18]([CH2:26][CH2:27][CH2:28][CH2:29][CH3:30])[CH:19]=[C:20]([C:22]([OH:24])=[O:23])[N:21]=2)=[CH:13][CH:12]=1)([CH3:9])[CH3:8])([CH3:4])([CH3:2])[CH3:3], predict the reactants needed to synthesize it. The reactants are: [C:1]([O:5][C:6](=[O:31])[C:7]([S:10][C:11]1[CH:16]=[CH:15][C:14]([C:17]2[N:18]([CH2:26][CH2:27][CH2:28][CH2:29][CH3:30])[CH:19]=[C:20]([C:22]([O:24]C)=[O:23])[N:21]=2)=[CH:13][CH:12]=1)([CH3:9])[CH3:8])([CH3:4])([CH3:3])[CH3:2].[OH-].[K+].Cl. (2) Given the product [NH+:4]1[NH:27][N:28]=[CH:7][CH:5]=1.[F:11][B-:12]([F:15])([F:14])[F:13].[F:1][C@@H:2]1[C:3]2=[N:28][N+:27]([C:26]3[C:21]([F:20])=[C:22]([F:32])[C:23]([F:31])=[C:24]([F:30])[C:25]=3[F:29])=[CH:16][N:4]2[C@H:5]([CH:7]([CH3:9])[CH3:8])[CH2:6]1, predict the reactants needed to synthesize it. The reactants are: [F:1][C@@H:2]1[CH2:6][C@H:5]([CH:7]([CH3:9])[CH3:8])[NH:4][C:3]1=O.[F:11][B-:12]([F:15])([F:14])[F:13].[CH3:16][O+](C)C.[F:20][C:21]1[C:26]([NH:27][NH2:28])=[C:25]([F:29])[C:24]([F:30])=[C:23]([F:31])[C:22]=1[F:32]. (3) Given the product [CH3:13][O:14][C:15](=[O:47])[C:16]1[CH:21]=[CH:20][C:19]([CH2:22][N:23]2[CH:27]=[C:26]([C:28]3[CH:33]=[CH:32][C:31]([Cl:34])=[CH:30][C:29]=3[Cl:35])[N:25]=[C:24]2/[CH:36]=[CH:37]/[C:38]2[CH:43]=[C:42]([C:52]3[CH:53]=[CH:54][C:49]([OH:48])=[CH:50][CH:51]=3)[CH:41]=[CH:40][C:39]=2[O:45][CH3:46])=[CH:18][CH:17]=1, predict the reactants needed to synthesize it. The reactants are: COC(=O)C1C=CC(CBr)=CC=1.[CH3:13][O:14][C:15](=[O:47])[C:16]1[CH:21]=[CH:20][C:19]([CH2:22][N:23]2[CH:27]=[C:26]([C:28]3[CH:33]=[CH:32][C:31]([Cl:34])=[CH:30][C:29]=3[Cl:35])[N:25]=[C:24]2/[CH:36]=[CH:37]/[C:38]2[CH:43]=[C:42](Br)[CH:41]=[CH:40][C:39]=2[O:45][CH3:46])=[CH:18][CH:17]=1.[OH:48][C:49]1[CH:54]=[CH:53][C:52](B(O)O)=[CH:51][CH:50]=1.